Dataset: Forward reaction prediction with 1.9M reactions from USPTO patents (1976-2016). Task: Predict the product of the given reaction. (1) Given the reactants [Cl:1][C:2]1[CH:8]=[C:7]([O:9][C:10]2[C:11]3[NH:18][C:17]([CH3:19])=[CH:16][C:12]=3[N:13]=[CH:14][N:15]=2)[CH:6]=[CH:5][C:3]=1[NH2:4].[F:20][C:21]([F:32])([F:31])[C:22]1[CH:23]=[C:24]([N:28]=[C:29]=[O:30])[CH:25]=[CH:26][CH:27]=1, predict the reaction product. The product is: [Cl:1][C:2]1[CH:8]=[C:7]([O:9][C:10]2[C:11]3[NH:18][C:17]([CH3:19])=[CH:16][C:12]=3[N:13]=[CH:14][N:15]=2)[CH:6]=[CH:5][C:3]=1[NH:4][C:29]([NH:28][C:24]1[CH:25]=[CH:26][CH:27]=[C:22]([C:21]([F:20])([F:31])[F:32])[CH:23]=1)=[O:30]. (2) Given the reactants [Br:1][C:2]1[C:3]([C:9](=[O:15])[C:10]([O:12][CH2:13][CH3:14])=[O:11])=[C:4]([CH3:8])[S:5][C:6]=1[CH3:7].[BH4-].[BH4-].[BH4-].[BH4-].[Na+].[Na+].[Na+].[Na+], predict the reaction product. The product is: [Br:1][C:2]1[C:3]([CH:9]([OH:15])[C:10]([O:12][CH2:13][CH3:14])=[O:11])=[C:4]([CH3:8])[S:5][C:6]=1[CH3:7]. (3) Given the reactants [C:1]([CH2:3][CH2:4][NH:5][C:6](=[O:32])[C@@H:7]([NH:12][C:13]([N:15]1[C:19]2[CH2:20][CH2:21][O:22][CH2:23][C:18]=2[C:17]([C:24]2[CH:29]=[CH:28][C:27]([F:30])=[C:26]([F:31])[CH:25]=2)=[N:16]1)=[O:14])[C:8]([CH3:11])([CH3:10])[CH3:9])#[N:2].[NH2:33][CH2:34][C:35]1[CH:40]=NC(C)=CN=1, predict the reaction product. The product is: [F:31][C:26]1[CH:25]=[C:24]([C:17]2[C:18]3[CH2:23][O:22][CH2:21][CH2:20][C:19]=3[N:15]([C:13]([NH:12][C@@H:7]([C:8]([CH3:11])([CH3:10])[CH3:9])[C:6]([NH:5][CH2:4][C:3]3[CH:1]=[N:2][C:35]([CH3:40])=[CH:34][N:33]=3)=[O:32])=[O:14])[N:16]=2)[CH:29]=[CH:28][C:27]=1[F:30].